This data is from Forward reaction prediction with 1.9M reactions from USPTO patents (1976-2016). The task is: Predict the product of the given reaction. (1) Given the reactants [C:1]([C:4]1[C:9]([OH:10])=[CH:8][CH:7]=[C:6]([C:11]([CH3:13])=[CH2:12])[N:5]=1)([CH3:3])=[CH2:2].O1CCCC1, predict the reaction product. The product is: [CH:1]([C:4]1[C:9]([OH:10])=[CH:8][CH:7]=[C:6]([CH:11]([CH3:13])[CH3:12])[N:5]=1)([CH3:3])[CH3:2]. (2) Given the reactants [CH2:1]([N:8]1[C:16]2[C:11](=[CH:12][C:13]([C:17]3[CH:22]=[CH:21][C:20]([O:23]C)=[CH:19][CH:18]=3)=[CH:14][CH:15]=2)[C:10]([CH2:25][C:26]2[CH:31]=[CH:30][CH:29]=[CH:28][CH:27]=2)=[C:9]1[CH3:32])[C:2]1[CH:7]=[CH:6][CH:5]=[CH:4][CH:3]=1.B(Br)(Br)Br, predict the reaction product. The product is: [CH2:1]([N:8]1[C:16]2[C:11](=[CH:12][C:13]([C:17]3[CH:22]=[CH:21][C:20]([OH:23])=[CH:19][CH:18]=3)=[CH:14][CH:15]=2)[C:10]([CH2:25][C:26]2[CH:31]=[CH:30][CH:29]=[CH:28][CH:27]=2)=[C:9]1[CH3:32])[C:2]1[CH:3]=[CH:4][CH:5]=[CH:6][CH:7]=1. (3) Given the reactants [O:1]1[C:10]2[C:5](=[CH:6][CH:7]=[CH:8][CH:9]=2)[CH2:4][CH:3]([CH2:11][NH2:12])[CH2:2]1.C([O:17][C:18]([C:20]1[CH:25]=[CH:24][CH:23]=[CH:22][C:21]=1[C:26]1[CH:31]=[CH:30][C:29]([CH2:32][N:33]2[C:41]3[C:36](=[CH:37][C:38]([C:42](O)=[O:43])=[CH:39][CH:40]=3)[C:35]([CH3:45])=[C:34]2[CH3:46])=[CH:28][CH:27]=1)=[O:19])(C)(C)C, predict the reaction product. The product is: [O:1]1[C:10]2[C:5](=[CH:6][CH:7]=[CH:8][CH:9]=2)[CH2:4][CH:3]([CH2:11][NH:12][C:42]([C:38]2[CH:37]=[C:36]3[C:41](=[CH:40][CH:39]=2)[N:33]([CH2:32][C:29]2[CH:28]=[CH:27][C:26]([C:21]4[C:20]([C:18]([OH:19])=[O:17])=[CH:25][CH:24]=[CH:23][CH:22]=4)=[CH:31][CH:30]=2)[C:34]([CH3:46])=[C:35]3[CH3:45])=[O:43])[CH2:2]1. (4) The product is: [C:1]([N:8]1[C:16]2[C:11](=[CH:12][C:13]([B:17]([OH:25])[OH:18])=[CH:14][CH:15]=2)[CH:10]=[N:9]1)([O:3][C:4]([CH3:7])([CH3:6])[CH3:5])=[O:2]. Given the reactants [C:1]([N:8]1[C:16]2[C:11](=[CH:12][C:13]([B:17]3[O:25]C(C)(C)C(C)(C)[O:18]3)=[CH:14][CH:15]=2)[CH:10]=[N:9]1)([O:3][C:4]([CH3:7])([CH3:6])[CH3:5])=[O:2], predict the reaction product. (5) Given the reactants Br[C:2]1[CH:7]=[CH:6][C:5]([C:8]([C:19]2[CH:24]=[CH:23][CH:22]=[CH:21][CH:20]=2)=[C:9]2[CH2:14][C:13]([CH3:16])([CH3:15])[CH2:12][C:11]([CH3:18])([CH3:17])[CH2:10]2)=[CH:4][CH:3]=1.[CH3:25][N:26]1[CH:30]=[C:29](B2OC(C)(C)C(C)(C)O2)[CH:28]=[N:27]1.C([O-])([O-])=O.[Na+].[Na+], predict the reaction product. The product is: [CH3:25][N:26]1[CH:30]=[C:29]([C:2]2[CH:3]=[CH:4][C:5]([C:8]([C:19]3[CH:20]=[CH:21][CH:22]=[CH:23][CH:24]=3)=[C:9]3[CH2:14][C:13]([CH3:16])([CH3:15])[CH2:12][C:11]([CH3:17])([CH3:18])[CH2:10]3)=[CH:6][CH:7]=2)[CH:28]=[N:27]1. (6) Given the reactants C([O:4][CH2:5][C:6]1[C:7]([N:34]2[N:43]=[CH:42][C:41]3[C:36](=[C:37]([F:48])[CH:38]=[C:39]([C:44]([CH3:47])([CH3:46])[CH3:45])[CH:40]=3)[C:35]2=[O:49])=[N:8][CH:9]=[CH:10][C:11]=1[C:12]1[CH:17]=[C:16]([NH:18][C:19]2[CH:31]=[C:22]3[CH2:23][N:24]([CH:27]4[CH2:30][O:29][CH2:28]4)[CH2:25][CH2:26][N:21]3[N:20]=2)[C:15](=[O:32])[N:14]([CH3:33])[N:13]=1)(=O)C.[OH-].[Li+], predict the reaction product. The product is: [C:44]([C:39]1[CH:40]=[C:41]2[C:36](=[C:37]([F:48])[CH:38]=1)[C:35](=[O:49])[N:34]([C:7]1[C:6]([CH2:5][OH:4])=[C:11]([C:12]3[CH:17]=[C:16]([NH:18][C:19]4[CH:31]=[C:22]5[CH2:23][N:24]([CH:27]6[CH2:30][O:29][CH2:28]6)[CH2:25][CH2:26][N:21]5[N:20]=4)[C:15](=[O:32])[N:14]([CH3:33])[N:13]=3)[CH:10]=[CH:9][N:8]=1)[N:43]=[CH:42]2)([CH3:47])([CH3:45])[CH3:46].